From a dataset of Full USPTO retrosynthesis dataset with 1.9M reactions from patents (1976-2016). Predict the reactants needed to synthesize the given product. (1) The reactants are: [CH:1]([CH:3]1[CH2:7][CH2:6][CH:5]([CH:8]([N:12]2[CH:16]=[C:15]([C:17]3[C:18]4[CH:25]=[CH:24][N:23]([CH2:26][O:27][CH2:28][CH2:29][Si:30]([CH3:33])([CH3:32])[CH3:31])[C:19]=4[N:20]=[CH:21][N:22]=3)[CH:14]=[N:13]2)[CH2:9][C:10]#[N:11])[CH2:4]1)=[O:2].[BH4-].[Na+]. Given the product [OH:2][CH2:1][CH:3]1[CH2:7][CH2:6][CH:5]([CH:8]([N:12]2[CH:16]=[C:15]([C:17]3[C:18]4[CH:25]=[CH:24][N:23]([CH2:26][O:27][CH2:28][CH2:29][Si:30]([CH3:31])([CH3:33])[CH3:32])[C:19]=4[N:20]=[CH:21][N:22]=3)[CH:14]=[N:13]2)[CH2:9][C:10]#[N:11])[CH2:4]1, predict the reactants needed to synthesize it. (2) Given the product [OH:1][C:2]12[CH2:9][CH2:8][C:5]([C:10]3[NH:18][C:17]4[C:16](=[S:25])[NH:15][C:14](=[O:20])[N:13]([CH2:21][CH2:22][CH3:23])[C:12]=4[N:11]=3)([CH2:6][CH2:7]1)[CH2:4][CH2:3]2, predict the reactants needed to synthesize it. The reactants are: [OH:1][C:2]12[CH2:9][CH2:8][C:5]([C:10]3[NH:18][C:17]4[C:16](=O)[NH:15][C:14](=[O:20])[N:13]([CH2:21][CH2:22][CH3:23])[C:12]=4[N:11]=3)([CH2:6][CH2:7]1)[CH2:4][CH2:3]2.P12(SP3(SP(SP(S3)(S1)=S)(=S)S2)=S)=[S:25]. (3) Given the product [CH2:14]([O:13][C:12]1[C:2]([NH:1][CH3:19])=[CH:3][C:4]([CH2:5][N:6]([OH:9])[CH:7]=[O:8])=[CH:10][C:11]=1[I:18])[CH2:15][CH2:16][CH3:17], predict the reactants needed to synthesize it. The reactants are: [NH2:1][C:2]1[CH:3]=[C:4]([CH:10]=[C:11]([I:18])[C:12]=1[O:13][CH2:14][CH2:15][CH2:16][CH3:17])[CH2:5][N:6]([OH:9])[CH:7]=[O:8].[C:19](=O)([O-])[O-].[K+].[K+].IC. (4) Given the product [F:27][C:8]([F:26])([F:7])[C:9]1[CH:10]=[CH:11][C:12]([CH:15]2[CH2:16][CH2:17][N:18]([CH2:21][CH2:22][CH2:23][C:24]([NH2:2])=[NH:25])[CH2:19][CH2:20]2)=[CH:13][CH:14]=1, predict the reactants needed to synthesize it. The reactants are: [Cl-].[NH4+:2].C[Al](C)C.[F:7][C:8]([F:27])([F:26])[C:9]1[CH:14]=[CH:13][C:12]([CH:15]2[CH2:20][CH2:19][N:18]([CH2:21][CH2:22][CH2:23][C:24]#[N:25])[CH2:17][CH2:16]2)=[CH:11][CH:10]=1. (5) Given the product [CH3:1][O:2][C:3]1[CH:16]=[CH:15][CH:14]=[CH:13][C:4]=1[O:5][C:6]1[CH:7]=[C:8]([NH:12][CH2:23][C:21]2[CH:22]=[N:17][CH:18]=[N:19][CH:20]=2)[CH:9]=[CH:10][CH:11]=1, predict the reactants needed to synthesize it. The reactants are: [CH3:1][O:2][C:3]1[CH:16]=[CH:15][CH:14]=[CH:13][C:4]=1[O:5][C:6]1[CH:7]=[C:8]([NH2:12])[CH:9]=[CH:10][CH:11]=1.[N:17]1[CH:22]=[C:21]([CH:23]=O)[CH:20]=[N:19][CH:18]=1.C(O)(=O)C.C(O[BH-](OC(=O)C)OC(=O)C)(=O)C.[Na+]. (6) Given the product [Cl:1][C:2]1[NH:10][C:9]2[C:8](=[O:11])[N:7]([CH2:12][CH2:13][CH2:14][CH2:15][C:16]3[O:18][N:26]=[C:25]([C:24]4[CH:29]=[CH:30][C:31]([F:33])=[CH:32][C:23]=4[F:22])[N:27]=3)[C:6](=[O:19])[N:5]([CH2:20][CH3:21])[C:4]=2[N:3]=1, predict the reactants needed to synthesize it. The reactants are: [Cl:1][C:2]1[NH:10][C:9]2[C:8](=[O:11])[N:7]([CH2:12][CH2:13][CH2:14][CH2:15][C:16]([OH:18])=O)[C:6](=[O:19])[N:5]([CH2:20][CH3:21])[C:4]=2[N:3]=1.[F:22][C:23]1[CH:32]=[C:31]([F:33])[CH:30]=[CH:29][C:24]=1[C:25](=[N:27]O)[NH2:26]. (7) Given the product [CH2:14]([O:13][C:11]1[CH:12]=[C:7]([N:24]2[CH2:28][CH2:27][CH2:26][CH2:25]2)[N:8]=[CH:9][N:10]=1)[C:15]#[C:16][CH3:17], predict the reactants needed to synthesize it. The reactants are: CN(C)C=O.Cl[C:7]1[CH:12]=[C:11]([O:13][CH2:14][C:15]#[C:16][CH3:17])[N:10]=[CH:9][N:8]=1.C(=O)([O-])[O-].[K+].[K+].[NH:24]1[CH2:28][CH2:27][CH2:26][CH2:25]1. (8) The reactants are: [CH2:1]([O:3][C:4]1[C:5](/[C:16](/[CH2:29][CH3:30])=[C:17](/[F:28])\[CH:18]=[CH:19]\[C:20](\[CH3:27])=[CH:21]\[C:22]([O:24]CC)=[O:23])=[CH:6][C:7]2[CH:8]=[CH:9][CH2:10][C:11]([CH3:15])([CH3:14])[C:12]=2[CH:13]=1)[CH3:2].[OH-].[Na+]. Given the product [CH2:1]([O:3][C:4]1[C:5](/[C:16](/[CH2:29][CH3:30])=[C:17](/[F:28])\[CH:18]=[CH:19]\[C:20](\[CH3:27])=[CH:21]\[C:22]([OH:24])=[O:23])=[CH:6][C:7]2[CH:8]=[CH:9][CH2:10][C:11]([CH3:14])([CH3:15])[C:12]=2[CH:13]=1)[CH3:2], predict the reactants needed to synthesize it. (9) Given the product [CH3:1][C:2]1[CH:11]=[C:10]([CH3:12])[C:9]([C:13]2[NH:17][CH:16]3[CH2:18][O:19][CH2:20][CH:15]3[N:14]=2)=[CH:8][C:3]=1[C:4]([N:22]1[CH2:27][CH2:26][CH:25]([C:28]2[CH:35]=[CH:34][C:31]([C:32]#[N:33])=[CH:30][CH:29]=2)[CH2:24][CH2:23]1)=[O:5], predict the reactants needed to synthesize it. The reactants are: [CH3:1][C:2]1[CH:11]=[C:10]([CH3:12])[C:9]([C:13]2[NH:17][CH:16]3[CH2:18][O:19][CH2:20][CH:15]3[N:14]=2)=[CH:8][C:3]=1[C:4](OC)=[O:5].Cl.[NH:22]1[CH2:27][CH2:26][CH:25]([C:28]2[CH:35]=[CH:34][C:31]([C:32]#[N:33])=[CH:30][CH:29]=2)[CH2:24][CH2:23]1.CCN=C=NCCCN(C)C.Cl. (10) Given the product [Cl:6][C:7]1[CH:12]=[CH:11][C:10]([CH:13]([CH2:4][CH3:5])[C:14]#[N:15])=[CH:9][CH:8]=1, predict the reactants needed to synthesize it. The reactants are: [H-].[Na+].Br[CH2:4][CH3:5].[Cl:6][C:7]1[CH:12]=[CH:11][C:10]([CH2:13][C:14]#[N:15])=[CH:9][CH:8]=1.